Dataset: Forward reaction prediction with 1.9M reactions from USPTO patents (1976-2016). Task: Predict the product of the given reaction. (1) Given the reactants C(=O)([O-])[O-].[K+].[K+].[CH2:7](CN)[C:8]1[CH:13]=[CH:12][CH:11]=[CH:10][CH:9]=1.Br[CH2:17][CH2:18][C:19]([N:21]([O:23][CH3:24])[CH3:22])=[O:20].[C:25](#[N:27])C, predict the reaction product. The product is: [CH2:7]([N:27]([CH3:25])[CH2:17][CH2:18][C:19]([N:21]([O:23][CH3:24])[CH3:22])=[O:20])[C:8]1[CH:9]=[CH:10][CH:11]=[CH:12][CH:13]=1. (2) Given the reactants [OH:1][CH2:2][C@@H:3]1[NH:7][C:6](=[O:8])[CH2:5][CH2:4]1.C(N(CC)CC)C.[C:16]1([CH3:26])[CH:21]=[CH:20][C:19]([S:22](Cl)(=[O:24])=[O:23])=[CH:18][CH:17]=1, predict the reaction product. The product is: [C:16]1([CH3:26])[CH:21]=[CH:20][C:19]([S:22]([OH:1])(=[O:24])=[O:23])=[CH:18][CH:17]=1.[OH:1][CH2:2][C@@H:3]1[NH:7][C:6](=[O:8])[CH2:5][CH2:4]1. (3) Given the reactants C(OC([N:6]1[C:10]2=[N:11][CH:12]=[C:13](B3OC(C)(C)C(C)(C)O3)[CH:14]=[C:9]2[CH:8]=[C:7]1[C:24]1[C:29]([F:30])=[CH:28][CH:27]=[CH:26][C:25]=1[F:31])=O)C.Br[C:33]1[N:37]([CH2:38][CH3:39])[N:36]=[C:35]([C:40]2[CH:41]=[N:42][CH:43]=[CH:44][CH:45]=2)[N:34]=1, predict the reaction product. The product is: [F:30][C:29]1[CH:28]=[CH:27][CH:26]=[C:25]([F:31])[C:24]=1[C:7]1[NH:6][C:10]2=[N:11][CH:12]=[C:13]([C:33]3[N:37]([CH2:38][CH3:39])[N:36]=[C:35]([C:40]4[CH:41]=[N:42][CH:43]=[CH:44][CH:45]=4)[N:34]=3)[CH:14]=[C:9]2[CH:8]=1. (4) Given the reactants C([O:3][C:4]([C:6]1[S:28][C:9]2[N:10]=[CH:11][N:12]=[C:13]([NH:14][C:15]3[CH:20]=[CH:19][C:18]([F:21])=[CH:17][C:16]=3[O:22][C@@H:23]3[CH2:27][CH2:26][O:25][CH2:24]3)[C:8]=2[C:7]=1[CH3:29])=[O:5])C.[OH-].[Na+], predict the reaction product. The product is: [F:21][C:18]1[CH:19]=[CH:20][C:15]([NH:14][C:13]2[C:8]3[C:7]([CH3:29])=[C:6]([C:4]([OH:5])=[O:3])[S:28][C:9]=3[N:10]=[CH:11][N:12]=2)=[C:16]([O:22][C@@H:23]2[CH2:27][CH2:26][O:25][CH2:24]2)[CH:17]=1. (5) Given the reactants C(=O)([O-])[O-].[K+].[K+].[CH2:7]([NH:9][CH2:10][CH3:11])[CH3:8].CC1C=CC(S(O[CH2:23][CH2:24][CH2:25][S:26][C:27]2[CH:32]=[CH:31][C:30](/[C:33](/[C:40]3[CH:45]=[CH:44][C:43]([CH2:46][CH3:47])=[C:42]([O:48][CH3:49])[N:41]=3)=[CH:34]\[CH:35]3[CH2:39][CH2:38][CH2:37][CH2:36]3)=[CH:29][C:28]=2[Cl:50])(=O)=O)=CC=1.O, predict the reaction product. The product is: [Cl:50][C:28]1[CH:29]=[C:30](/[C:33](/[C:40]2[CH:45]=[CH:44][C:43]([CH2:46][CH3:47])=[C:42]([O:48][CH3:49])[N:41]=2)=[CH:34]\[CH:35]2[CH2:39][CH2:38][CH2:37][CH2:36]2)[CH:31]=[CH:32][C:27]=1[S:26][CH2:25][CH2:24][CH2:23][N:9]([CH2:10][CH3:11])[CH2:7][CH3:8]. (6) Given the reactants [Cl:1][C:2]1[CH:3]=[C:4]([NH:10][C:11]2[N:16]=[C:15](Cl)[CH:14]=[C:13]([C:18]3[CH:23]=[CH:22][CH:21]=[CH:20][CH:19]=3)[N:12]=2)[CH:5]=[CH:6][C:7]=1[O:8][CH3:9].[CH3:24][N:25]1[CH2:30][CH2:29][NH:28][CH2:27][CH2:26]1.[CH2:31](O)CCC, predict the reaction product. The product is: [Cl:1][C:2]1[CH:3]=[C:4]([NH:10][C:11]2[N:16]=[C:15]([N:28]3[CH2:29][CH2:30][N:25]([CH2:24][CH3:31])[CH2:26][CH2:27]3)[CH:14]=[C:13]([C:18]3[CH:23]=[CH:22][CH:21]=[CH:20][CH:19]=3)[N:12]=2)[CH:5]=[CH:6][C:7]=1[O:8][CH3:9]. (7) Given the reactants [Cl:1][C:2]1[CH:3]=[C:4]([C:8]2[N:16]=[C:15]([C:17]([NH:19][NH2:20])=[O:18])[N:14]=[C:13]3[C:9]=2[N:10]([CH2:29][C@H:30]2[CH2:35][CH2:34][C@H:33]([CH3:36])[CH2:32][CH2:31]2)[C:11]([CH:21]([OH:28])[CH:22]2[CH2:27][CH2:26][O:25][CH2:24][CH2:23]2)=[N:12]3)[CH:5]=[CH:6][CH:7]=1.[C:37](N1C=CN=C1)(N1C=CN=C1)=[O:38].N12CCCN=C1CCCCC2, predict the reaction product. The product is: [Cl:1][C:2]1[CH:3]=[C:4]([C:8]2[N:16]=[C:15]([C:17]3[O:18][C:37](=[O:38])[NH:20][N:19]=3)[N:14]=[C:13]3[C:9]=2[N:10]([CH2:29][C@H:30]2[CH2:31][CH2:32][C@H:33]([CH3:36])[CH2:34][CH2:35]2)[C:11]([CH:21]([OH:28])[CH:22]2[CH2:23][CH2:24][O:25][CH2:26][CH2:27]2)=[N:12]3)[CH:5]=[CH:6][CH:7]=1. (8) Given the reactants [C:1]([O:5][C:6]([N:8]1[CH2:13][CH:12]=[C:11]([C:14]2[CH:15]=[CH:16][C:17]3[O:26][CH2:25][CH2:24]C4N(N=C(C5N(CC(F)(F)F)N=CN=5)C=4)[C:18]=3[CH:37]=2)[CH2:10][CH2:9]1)=[O:7])([CH3:4])([CH3:3])[CH3:2].BrC1C=CC2OCC[C:48]3[C:44](=[N:45][N:46]([C:52]4[N:53]([C:57]5[CH:62]=[CH:61][C:60]([F:63])=[CH:59][C:58]=5[F:64])[N:54]=[CH:55][N:56]=4)[CH:47]=3)C=2C=1, predict the reaction product. The product is: [C:1]([O:5][C:6]([N:8]1[CH2:13][CH:12]=[C:11]([C:14]2[CH:15]=[CH:16][C:17]3[O:26][CH2:25][CH2:24][C:48]4[C:44](=[N:45][N:46]([C:52]5[N:53]([C:57]6[CH:62]=[CH:61][C:60]([F:63])=[CH:59][C:58]=6[F:64])[N:54]=[CH:55][N:56]=5)[CH:47]=4)[C:18]=3[CH:37]=2)[CH2:10][CH2:9]1)=[O:7])([CH3:2])([CH3:3])[CH3:4]. (9) Given the reactants [Br:1][C:2]1[CH:7]=[CH:6][C:5]([Cl:8])=[CH:4][C:3]=1[F:9].[Li+].CC([N-]C(C)C)C.[CH3:18][S:19]SC, predict the reaction product. The product is: [Br:1][C:2]1[CH:7]=[CH:6][C:5]([Cl:8])=[C:4]([S:19][CH3:18])[C:3]=1[F:9]. (10) Given the reactants [OH:1][CH2:2][CH:3]([NH:8][C:9]([C:11]1[CH:20]=[CH:19][C:14]2[NH:15][C:16](=[O:18])[NH:17][C:13]=2[CH:12]=1)=[O:10])[C:4]([O:6]C)=[O:5].[OH-].[Na+], predict the reaction product. The product is: [OH:1][CH2:2][CH:3]([NH:8][C:9]([C:11]1[CH:20]=[CH:19][C:14]2[NH:15][C:16](=[O:18])[NH:17][C:13]=2[CH:12]=1)=[O:10])[C:4]([OH:6])=[O:5].